This data is from NCI-60 drug combinations with 297,098 pairs across 59 cell lines. The task is: Regression. Given two drug SMILES strings and cell line genomic features, predict the synergy score measuring deviation from expected non-interaction effect. Drug 1: COC1=C(C=C2C(=C1)N=CN=C2NC3=CC(=C(C=C3)F)Cl)OCCCN4CCOCC4. Drug 2: CCC1=C2CN3C(=CC4=C(C3=O)COC(=O)C4(CC)O)C2=NC5=C1C=C(C=C5)O. Cell line: K-562. Synergy scores: CSS=32.7, Synergy_ZIP=0.430, Synergy_Bliss=2.48, Synergy_Loewe=-5.77, Synergy_HSA=5.66.